This data is from Forward reaction prediction with 1.9M reactions from USPTO patents (1976-2016). The task is: Predict the product of the given reaction. (1) Given the reactants [NH2:1][C:2]1[N:7]=[C:6]([C:8]2[O:9][CH:10]=[CH:11][CH:12]=2)[C:5]([C:13]#[N:14])=[C:4]([C:15]([CH3:17])=[CH2:16])[N:3]=1.[H][H], predict the reaction product. The product is: [NH2:1][C:2]1[N:7]=[C:6]([C:8]2[O:9][CH:10]=[CH:11][CH:12]=2)[C:5]([C:13]#[N:14])=[C:4]([CH:15]([CH3:17])[CH3:16])[N:3]=1. (2) Given the reactants [O:1]1[CH:5]=[CH:4][C:3]([C:6]2[N:11]=[C:10]([O:12][CH:13]3[CH2:18][CH2:17][O:16][CH2:15][CH2:14]3)[C:9]([NH:19][C:20]3[C:21]4[C:28]([CH3:29])=[C:27]([C:30]([O:32]C)=O)[S:26][C:22]=4[N:23]=[CH:24][N:25]=3)=[CH:8][CH:7]=2)=[CH:2]1.[OH-].[Na+].CCN(C(C)C)C(C)C.CN(C(ON1N=NC2C=CC=NC1=2)=[N+](C)C)C.F[P-](F)(F)(F)(F)F.[CH3:69][N:70]([CH3:75])[CH2:71][CH2:72][CH2:73][NH2:74], predict the reaction product. The product is: [CH3:69][N:70]([CH3:75])[CH2:71][CH2:72][CH2:73][NH:74][C:30]([C:27]1[S:26][C:22]2[N:23]=[CH:24][N:25]=[C:20]([NH:19][C:9]3[C:10]([O:12][CH:13]4[CH2:14][CH2:15][O:16][CH2:17][CH2:18]4)=[N:11][C:6]([C:3]4[CH:4]=[CH:5][O:1][CH:2]=4)=[CH:7][CH:8]=3)[C:21]=2[C:28]=1[CH3:29])=[O:32]. (3) The product is: [ClH:1].[O:32]1[C:41]2[CH:40]=[C:39]([CH2:42][NH:3][C@@H:4]3[CH2:9][CH2:8][N:7]([CH2:10][CH2:11][N:12]4[C:21]5[C:16](=[N:17][CH:18]=[C:19]([F:22])[CH:20]=5)[CH:15]=[CH:14][C:13]4=[O:23])[CH2:6][C@@H:5]3[OH:24])[N:38]=[CH:37][C:36]=2[O:35][CH2:34][CH2:33]1. Given the reactants [ClH:1].Cl.[NH2:3][C@@H:4]1[CH2:9][CH2:8][N:7]([CH2:10][CH2:11][N:12]2[C:21]3[C:16](=[N:17][CH:18]=[C:19]([F:22])[CH:20]=3)[CH:15]=[CH:14][C:13]2=[O:23])[CH2:6][C@@H:5]1[OH:24].C(N(CC)CC)C.[O:32]1[C:41]2[CH:40]=[C:39]([CH:42]=O)[N:38]=[CH:37][C:36]=2[O:35][CH2:34][CH2:33]1.C(O[BH-](OC(=O)C)OC(=O)C)(=O)C.[Na+].C(=O)([O-])O.[Na+], predict the reaction product. (4) The product is: [CH3:21][O:22][C:23]1[CH:24]=[C:25]([CH3:49])[C:26]([S:30]([N:33]2[C@H:42]([CH2:43][O:44][CH2:45][C:46]([N:11]3[CH2:12][CH2:13][N:8]([CH:5]4[CH2:4][CH2:3][N:2]([CH3:1])[CH2:7][CH2:6]4)[CH2:9][CH2:10]3)=[O:47])[CH2:41][C:40]3[C:35](=[CH:36][CH:37]=[CH:38][CH:39]=3)[CH2:34]2)(=[O:32])=[O:31])=[C:27]([CH3:29])[CH:28]=1. Given the reactants [CH3:1][N:2]1[CH2:7][CH2:6][CH:5]([N:8]2[CH2:13][CH2:12][NH:11][CH2:10][CH2:9]2)[CH2:4][CH2:3]1.CN1CCOCC1.[CH3:21][O:22][C:23]1[CH:28]=[C:27]([CH3:29])[C:26]([S:30]([N:33]2[C@H:42]([CH2:43][O:44][CH2:45][C:46](O)=[O:47])[CH2:41][C:40]3[C:35](=[CH:36][CH:37]=[CH:38][CH:39]=3)[CH2:34]2)(=[O:32])=[O:31])=[C:25]([CH3:49])[CH:24]=1.F[P-](F)(F)(F)(F)F.N1(O[P+](N(C)C)(N(C)C)N(C)C)C2C=CC=CC=2N=N1, predict the reaction product. (5) Given the reactants Cl.[NH2:2][C@@H:3]1[CH2:8][CH2:7][C@H:6]([OH:9])[CH2:5][CH2:4]1.CO.[O:12](C(OC(C)(C)C)=O)[C:13]([O:15][C:16]([CH3:19])([CH3:18])[CH3:17])=O, predict the reaction product. The product is: [OH:9][C@@H:6]1[CH2:7][CH2:8][C@H:3]([NH:2][C:13](=[O:12])[O:15][C:16]([CH3:19])([CH3:18])[CH3:17])[CH2:4][CH2:5]1. (6) The product is: [F:17][C:18]1[CH:27]=[C:26]([I:28])[CH:25]=[CH:24][C:19]=1[NH:20][C:21]1[N:22]([CH3:23])[C:10](=[O:12])[C:9]2[CH:8]=[CH:7][S:6][C:5]=2[C:4]=1[C:3]([O:2][CH3:1])=[O:14]. Given the reactants [CH3:1][O:2][C:3](=[O:14])[CH2:4][C:5]1[S:6][CH:7]=[CH:8][C:9]=1[C:10]([O:12]C)=O.[H-].[Na+].[F:17][C:18]1[CH:27]=[C:26]([I:28])[CH:25]=[CH:24][C:19]=1[N:20]=[C:21]=[N:22][CH3:23].[NH4+].[Cl-], predict the reaction product.